This data is from Reaction yield outcomes from USPTO patents with 853,638 reactions. The task is: Predict the reaction yield, written as a fraction of the theoretical maximum amount of product (1.0 means a 100% yield; for example, 0.34 means a 34% yield). (1) The reactants are S(Cl)([Cl:3])=O.[CH2:5]([N:7]([CH2:11]CO)[CH2:8][CH2:9]O)[CH3:6].C(=O)([O-])O.[Na+].Cl[CH2:20][Cl:21]. No catalyst specified. The product is [Cl:3][CH2:9][CH2:8][N:7]([CH2:11][CH2:20][Cl:21])[CH2:5][CH3:6]. The yield is 0.760. (2) The reactants are [OH:1][CH2:2][CH2:3][N:4]1[C:12]2[C:7](=[CH:8][C:9]([N+:13]([O-])=O)=[CH:10][CH:11]=2)[CH:6]=[C:5]1[C:16]([CH3:21])([CH3:20])[CH2:17][CH2:18][OH:19]. The catalyst is [Ni].CO. The product is [NH2:13][C:9]1[CH:8]=[C:7]2[C:12](=[CH:11][CH:10]=1)[N:4]([CH2:3][CH2:2][OH:1])[C:5]([C:16]([CH3:21])([CH3:20])[CH2:17][CH2:18][OH:19])=[CH:6]2. The yield is 0.260. (3) The reactants are [CH3:1][S:2](Cl)(=[O:4])=[O:3].[OH:6][CH2:7][C:8]1([CH2:21][OH:22])[CH2:13][CH2:12][N:11]([C:14]([O:16][C:17]([CH3:20])([CH3:19])[CH3:18])=[O:15])[CH2:10][CH2:9]1.C(N(CC)CC)C.O. The catalyst is ClCCl. The product is [OH:6][CH2:7][C:8]1([CH2:21][O:22][S:2]([CH3:1])(=[O:4])=[O:3])[CH2:13][CH2:12][N:11]([C:14]([O:16][C:17]([CH3:18])([CH3:19])[CH3:20])=[O:15])[CH2:10][CH2:9]1. The yield is 0.540.